The task is: Predict the product of the given reaction.. This data is from Forward reaction prediction with 1.9M reactions from USPTO patents (1976-2016). (1) Given the reactants [CH3:1][N:2]1[C:6]2=[CH:7][CH:8]=[C:9]3[C:14]([N:13]=[C:12](Cl)[N:11]=[C:10]3[N:16]3[CH2:21][CH2:20][O:19][CH2:18][CH2:17]3)=[C:5]2[CH:4]=[CH:3]1.[C:22]([C:25]1[CH:26]=[C:27](B(O)O)[CH:28]=[CH:29][CH:30]=1)(=[O:24])[NH2:23].C([O-])([O-])=O.[Na+].[Na+], predict the reaction product. The product is: [CH3:1][N:2]1[C:6]2=[CH:7][CH:8]=[C:9]3[C:14]([N:13]=[C:12]([C:29]4[CH:30]=[C:25]([CH:26]=[CH:27][CH:28]=4)[C:22]([NH2:23])=[O:24])[N:11]=[C:10]3[N:16]3[CH2:21][CH2:20][O:19][CH2:18][CH2:17]3)=[C:5]2[CH:4]=[CH:3]1. (2) Given the reactants [Cl:1][C:2]1[N:7]=[CH:6][C:5]([S:8]([N:11]2[C:15]([C:16]3[CH:21]=[CH:20][CH:19]=[CH:18][CH:17]=3)=[CH:14][C:13]([CH2:22][N:23]([CH3:31])C(=O)OC(C)(C)C)=[CH:12]2)(=[O:10])=[O:9])=[CH:4][CH:3]=1.[CH3:32][N:33](C)C=O.C(OCC)(=O)C.Cl, predict the reaction product. The product is: [ClH:1].[CH3:31][NH:23][CH2:22][C:13]1[CH:14]=[C:15]([C:16]2[CH:21]=[CH:20][CH:19]=[CH:18][CH:17]=2)[N:11]([S:8]([C:5]2[CH:4]=[CH:3][C:2]([C:32]#[N:33])=[N:7][CH:6]=2)(=[O:9])=[O:10])[CH:12]=1. (3) Given the reactants [Br:1][C:2]1[CH:3]=[CH:4][C:5]([CH:8]2[CH2:12][CH2:11][CH2:10][NH:9]2)=[N:6][CH:7]=1.[C:13](O[C:13]([O:15][C:16]([CH3:19])([CH3:18])[CH3:17])=[O:14])([O:15][C:16]([CH3:19])([CH3:18])[CH3:17])=[O:14].C(N(CC)CC)C, predict the reaction product. The product is: [C:16]([O:15][C:13]([N:9]1[CH2:10][CH2:11][CH2:12][CH:8]1[C:5]1[CH:4]=[CH:3][C:2]([Br:1])=[CH:7][N:6]=1)=[O:14])([CH3:19])([CH3:18])[CH3:17]. (4) Given the reactants Cl[C:2]1[N:7]=[CH:6][C:5]([B:8]([OH:10])[OH:9])=[CH:4][N:3]=1.[OH:11][C:12]1([C:18]([O:20][CH3:21])=[O:19])[CH2:17][CH2:16][NH:15][CH2:14][CH2:13]1, predict the reaction product. The product is: [OH:11][C:12]1([C:18]([O:20][CH3:21])=[O:19])[CH2:13][CH2:14][N:15]([C:2]2[N:7]=[CH:6][C:5]([B:8]([OH:10])[OH:9])=[CH:4][N:3]=2)[CH2:16][CH2:17]1. (5) Given the reactants [CH2:1]([C:3]1[O:4][CH:5]=[C:6]([CH2:8][N:9]2[C:14]3[CH:15]=[C:16]([C:18]4[CH:23]=[CH:22][CH:21]=[CH:20][CH:19]=4)[S:17][C:13]=3[C:12](=[O:24])[N:11]([CH:25]3[CH2:30][CH2:29][N:28](C(OC(C)(C)C)=O)[CH2:27][CH2:26]3)[C:10]2=[O:38])[N:7]=1)[CH3:2].[ClH:39], predict the reaction product. The product is: [ClH:39].[CH2:1]([C:3]1[O:4][CH:5]=[C:6]([CH2:8][N:9]2[C:14]3[CH:15]=[C:16]([C:18]4[CH:23]=[CH:22][CH:21]=[CH:20][CH:19]=4)[S:17][C:13]=3[C:12](=[O:24])[N:11]([CH:25]3[CH2:30][CH2:29][NH:28][CH2:27][CH2:26]3)[C:10]2=[O:38])[N:7]=1)[CH3:2].